Predict the product of the given reaction. From a dataset of Forward reaction prediction with 1.9M reactions from USPTO patents (1976-2016). (1) Given the reactants [CH3:1][NH:2][CH2:3][CH2:4][CH:5]([CH3:25])[CH:6]([S:15]([C:18]1[CH:23]=[CH:22][C:21]([Cl:24])=[CH:20][CH:19]=1)(=[O:17])=[O:16])[C:7]1[CH:12]=[C:11]([F:13])[CH:10]=[CH:9][C:8]=1[F:14].N1C=CC=CC=1.[CH3:32][S:33](Cl)(=[O:35])=[O:34], predict the reaction product. The product is: [Cl:24][C:21]1[CH:20]=[CH:19][C:18]([S:15]([CH:6]([C:7]2[CH:12]=[C:11]([F:13])[CH:10]=[CH:9][C:8]=2[F:14])[CH:5]([CH3:25])[CH2:4][CH2:3][N:2]([CH3:1])[S:33]([CH3:32])(=[O:35])=[O:34])(=[O:17])=[O:16])=[CH:23][CH:22]=1. (2) Given the reactants Br[CH2:2][C:3]1[CH:8]=[CH:7][C:6]([C:9]2[O:13][N:12]=[CH:11][CH:10]=2)=[CH:5][CH:4]=1.BrCC1CCCCO1.[CH3:22][C:23]1[C:27]2[CH:28]=[C:29]3[C:34]4([C:42]5[C:37](=[CH:38][CH:39]=[CH:40][CH:41]=5)[NH:36][C:35]4=[O:43])[CH2:33][O:32][C:30]3=[CH:31][C:26]=2[O:25][N:24]=1, predict the reaction product. The product is: [O:13]1[C:9]([C:6]2[CH:7]=[CH:8][C:3]([CH2:2][N:36]3[C:37]4[C:42](=[CH:41][CH:40]=[CH:39][CH:38]=4)[C:34]4([C:29]5[C:30](=[CH:31][C:26]6[O:25][N:24]=[C:23]([CH3:22])[C:27]=6[CH:28]=5)[O:32][CH2:33]4)[C:35]3=[O:43])=[CH:4][CH:5]=2)=[CH:10][CH:11]=[N:12]1.